The task is: Predict which catalyst facilitates the given reaction.. This data is from Catalyst prediction with 721,799 reactions and 888 catalyst types from USPTO. Reactant: [C:1]([NH:4][CH2:5][CH2:6][C:7]1[CH:12]=[CH:11][CH:10]=[CH:9][C:8]=1[C:13]1[CH:18]=[CH:17][C:16]([C@@H:19]2[C@:24]([C:26]3[CH:27]=[N:28][C:29]([CH2:32][O:33][CH2:34][C:35]([F:40])([F:39])[CH2:36][O:37][CH3:38])=[CH:30][CH:31]=3)([OH:25])[CH2:23][CH2:22][N:21](C(OC(C)(C)C)=O)[CH2:20]2)=[C:15]([CH3:48])[CH:14]=1)(=[O:3])[CH3:2].Cl.O1CCOCC1. Product: [F:40][C:35]([F:39])([CH2:36][O:37][CH3:38])[CH2:34][O:33][CH2:32][C:29]1[N:28]=[CH:27][C:26]([C@@:24]2([OH:25])[CH2:23][CH2:22][NH:21][CH2:20][C@@H:19]2[C:16]2[CH:17]=[CH:18][C:13]([C:8]3[CH:9]=[CH:10][CH:11]=[CH:12][C:7]=3[CH2:6][CH2:5][NH:4][C:1](=[O:3])[CH3:2])=[CH:14][C:15]=2[CH3:48])=[CH:31][CH:30]=1. The catalyst class is: 2.